Dataset: CYP1A2 inhibition data for predicting drug metabolism from PubChem BioAssay. Task: Regression/Classification. Given a drug SMILES string, predict its absorption, distribution, metabolism, or excretion properties. Task type varies by dataset: regression for continuous measurements (e.g., permeability, clearance, half-life) or binary classification for categorical outcomes (e.g., BBB penetration, CYP inhibition). Dataset: cyp1a2_veith. (1) The molecule is O=C(Nc1nnc(C2CC2)s1)c1ccc(S(=O)(=O)c2ccccc2)cc1. The result is 0 (non-inhibitor). (2) The molecule is CCN(CC)C[C@@H](O)CN1CCCCc2nc(C)c(C)cc21. The result is 0 (non-inhibitor). (3) The molecule is O[Si@](CCCN1CCCCC1)(c1ccc(F)cc1)C1CCCCC1. The result is 0 (non-inhibitor). (4) The drug is C=CCn1c(-c2ccc(Cl)cc2)ccc(C#N)c1=O. The result is 1 (inhibitor). (5) The drug is Cc1cc(C)cc(OCC(=O)NNC(=O)c2cc(C)[nH]n2)c1. The result is 0 (non-inhibitor). (6) The compound is CCCCSc1ccc2nc(-c3ccc(C#N)cc3)cn2c1. The result is 1 (inhibitor).